Predict the reaction yield, written as a fraction of the theoretical maximum amount of product (1.0 means a 100% yield; for example, 0.34 means a 34% yield). From a dataset of Reaction yield outcomes from USPTO patents with 853,638 reactions. (1) The reactants are Br[C:2]1[C:7]2=[N:8][S:9][N:10]=[C:6]2[C:5](Br)=[C:4]([F:12])[C:3]=1[F:13].[CH2:14]([C:26]1[CH:27]=[C:28]([Sn](C)(C)C)[S:29][CH:30]=1)[CH2:15][CH2:16][CH2:17][CH2:18][CH2:19][CH2:20][CH2:21][CH2:22][CH2:23][CH2:24][CH3:25]. The catalyst is C1C=CC([P]([Pd]([P](C2C=CC=CC=2)(C2C=CC=CC=2)C2C=CC=CC=2)([P](C2C=CC=CC=2)(C2C=CC=CC=2)C2C=CC=CC=2)[P](C2C=CC=CC=2)(C2C=CC=CC=2)C2C=CC=CC=2)(C2C=CC=CC=2)C2C=CC=CC=2)=CC=1.C1(C)C=CC=CC=1. The product is [CH2:14]([C:26]1[CH:27]=[C:28]([C:2]2[C:7]3=[N:8][S:9][N:10]=[C:6]3[C:5]([C:28]3[S:29][CH:30]=[C:26]([CH2:14][CH2:15][CH2:16][CH2:17][CH2:18][CH2:19][CH2:20][CH2:21][CH2:22][CH2:23][CH2:24][CH3:25])[CH:27]=3)=[C:4]([F:12])[C:3]=2[F:13])[S:29][CH:30]=1)[CH2:15][CH2:16][CH2:17][CH2:18][CH2:19][CH2:20][CH2:21][CH2:22][CH2:23][CH2:24][CH3:25]. The yield is 0.895. (2) The reactants are [Cl:1][C:2]1[CH:3]=[C:4]([N:32]([C@H:35]2[CH2:40][CH2:39][C@H:38]([N:41]([CH3:43])[CH3:42])[CH2:37][CH2:36]2)[CH2:33][CH3:34])[C:5]([CH3:31])=[C:6]([CH:30]=1)[C:7]([NH:9][CH2:10][C:11]1[C:12]([O:28][CH3:29])=[N:13][C:14]([CH3:27])=[CH:15][C:16]=1[O:17]CC1C=CC(OC)=CC=1)=[O:8].C(O)(C(F)(F)F)=O. The catalyst is C(Cl)Cl. The product is [Cl:1][C:2]1[CH:3]=[C:4]([N:32]([C@H:35]2[CH2:40][CH2:39][C@H:38]([N:41]([CH3:43])[CH3:42])[CH2:37][CH2:36]2)[CH2:33][CH3:34])[C:5]([CH3:31])=[C:6]([CH:30]=1)[C:7]([NH:9][CH2:10][C:11]1[C:16](=[O:17])[CH:15]=[C:14]([CH3:27])[NH:13][C:12]=1[O:28][CH3:29])=[O:8]. The yield is 0.0829. (3) The reactants are [Cl:1][C:2]1[CH:3]=[C:4]([CH:8]=[CH:9][CH:10]=1)[CH2:5][Mg]Cl.CON(C)[C:14]([C:16]1[C:24]2[C:19](=[N:20][CH:21]=[CH:22][CH:23]=2)[N:18]([Si:25]([CH:32]([CH3:34])[CH3:33])([CH:29]([CH3:31])[CH3:30])[CH:26]([CH3:28])[CH3:27])[CH:17]=1)=[O:15]. No catalyst specified. The product is [Cl:1][C:2]1[CH:3]=[C:4]([CH2:5][C:14]([C:16]2[C:24]3[C:19](=[N:20][CH:21]=[CH:22][CH:23]=3)[N:18]([Si:25]([CH:29]([CH3:31])[CH3:30])([CH:32]([CH3:34])[CH3:33])[CH:26]([CH3:27])[CH3:28])[CH:17]=2)=[O:15])[CH:8]=[CH:9][CH:10]=1. The yield is 0.940. (4) The reactants are Br[C:2]1[S:6][C:5]([S:7]([NH:10][C:11]2[CH:16]=[CH:15][CH:14]=[C:13]([C:17]3[NH:21][N:20]=[N:19][N:18]=3)[CH:12]=2)(=[O:9])=[O:8])=[CH:4][CH:3]=1.[Cl:22][C:23]1[CH:28]=[CH:27][C:26](B(O)O)=[CH:25][CH:24]=1. No catalyst specified. The product is [Cl:22][C:23]1[CH:28]=[CH:27][C:26]([C:2]2[S:6][C:5]([S:7]([NH:10][C:11]3[CH:16]=[CH:15][CH:14]=[C:13]([C:17]4[NH:21][N:20]=[N:19][N:18]=4)[CH:12]=3)(=[O:9])=[O:8])=[CH:4][CH:3]=2)=[CH:25][CH:24]=1. The yield is 0.210. (5) The reactants are [C:1]([O:5][C:6]([NH:8][C@@H:9]([CH:13]([CH3:15])[CH3:14])[C:10]([OH:12])=O)=[O:7])([CH3:4])([CH3:3])[CH3:2].CN(C(ON1N=NC2C=CC=CC1=2)=[N+](C)C)C.[B-](F)(F)(F)F.Cl.[F:39][C:40]1([F:45])[CH2:44][CH2:43][NH:42][CH2:41]1. The catalyst is CN(C=O)C. The product is [F:39][C:40]1([F:45])[CH2:44][CH2:43][N:42]([C:10](=[O:12])[C@@H:9]([NH:8][C:6](=[O:7])[O:5][C:1]([CH3:2])([CH3:3])[CH3:4])[CH:13]([CH3:15])[CH3:14])[CH2:41]1. The yield is 0.990. (6) The reactants are [OH:1][C:2]1[CH:7]=[CH:6][C:5]([CH2:8][CH2:9][C:10]([NH2:12])=[O:11])=[CH:4][CH:3]=1.C(=O)([O-])[O-].[K+].[K+].[F:19][C:20]1[CH:21]=[C:22]([CH:25]=[CH:26][C:27]=1[F:28])[CH2:23]Br. The catalyst is CC(CC)=O.O. The product is [F:19][C:20]1[CH:21]=[C:22]([CH:25]=[CH:26][C:27]=1[F:28])[CH2:23][O:1][C:2]1[CH:3]=[CH:4][C:5]([CH2:8][CH2:9][C:10]([NH2:12])=[O:11])=[CH:6][CH:7]=1. The yield is 0.410. (7) The product is [C:1]1([S:7]([C:10]2[CH:11]=[C:12]3[C:17](=[CH:18][CH:19]=2)[CH:16]([CH2:20][CH2:21][N:27]2[CH:31]=[CH:30][N:29]=[CH:28]2)[CH2:15][CH2:14][CH2:13]3)(=[O:9])=[O:8])[CH:6]=[CH:5][CH:4]=[CH:3][CH:2]=1. The reactants are [C:1]1([S:7]([C:10]2[CH:11]=[C:12]3[C:17](=[CH:18][CH:19]=2)[CH:16]([CH2:20][CH2:21]OS(C)(=O)=O)[CH2:15][CH2:14][CH2:13]3)(=[O:9])=[O:8])[CH:6]=[CH:5][CH:4]=[CH:3][CH:2]=1.[NH:27]1[CH:31]=[CH:30][N:29]=[CH:28]1.C(=O)([O-])[O-].[K+].[K+].[I-].[K+]. The catalyst is O.C(#N)C. The yield is 0.775. (8) The reactants are [CH2:1]([Li])CCC.I[C:7]1[CH:8]=[C:9]([CH:12]=[CH:13][C:14]=1C)[CH2:10][OH:11].C[O:17][B:18](OC)[O:19]C. No catalyst specified. The product is [OH:11][CH2:10][C:9]1[C:8]([CH3:1])=[C:7]([B:18]([OH:19])[OH:17])[CH:14]=[CH:13][CH:12]=1. The yield is 0.270. (9) The reactants are C(=O)([O-])[O-].[Cs+].[Cs+].FC(F)(F)S(O[C:13]1[C:14]([N+:33]([O-:35])=[O:34])=[CH:15][C:16]2[O:20][C:19]([C:21]3[CH:26]=[CH:25][C:24]([F:27])=[CH:23][CH:22]=3)=[C:18]([C:28](=[O:31])[NH:29][CH3:30])[C:17]=2[CH:32]=1)(=O)=O.[CH2:38]([O:40][C:41]([C:43]1[CH:44]=[C:45](B(O)O)[CH:46]=[CH:47][CH:48]=1)=[O:42])[CH3:39].O1CCOCC1. The catalyst is C1C=CC([P]([Pd]([P](C2C=CC=CC=2)(C2C=CC=CC=2)C2C=CC=CC=2)([P](C2C=CC=CC=2)(C2C=CC=CC=2)C2C=CC=CC=2)[P](C2C=CC=CC=2)(C2C=CC=CC=2)C2C=CC=CC=2)(C2C=CC=CC=2)C2C=CC=CC=2)=CC=1.O. The product is [F:27][C:24]1[CH:23]=[CH:22][C:21]([C:19]2[O:20][C:16]3[CH:15]=[C:14]([N+:33]([O-:35])=[O:34])[C:13]([C:47]4[CH:48]=[C:43]([CH:44]=[CH:45][CH:46]=4)[C:41]([O:40][CH2:38][CH3:39])=[O:42])=[CH:32][C:17]=3[C:18]=2[C:28](=[O:31])[NH:29][CH3:30])=[CH:26][CH:25]=1. The yield is 0.850.